This data is from Catalyst prediction with 721,799 reactions and 888 catalyst types from USPTO. The task is: Predict which catalyst facilitates the given reaction. Reactant: [CH2:1]([O:8][C:9]1[CH:17]=[C:16]2[C:12]([CH2:13][CH2:14][CH2:15]2)=[CH:11][C:10]=1[NH2:18])[C:2]1[CH:7]=[CH:6][CH:5]=[CH:4][CH:3]=1.[CH3:19][C:20]([OH:22])=[O:21].[C:23](O[BH-](OC(=O)C)OC(=O)C)(=O)C.[Na+]. Product: [CH3:23][O:21][C:20](=[O:22])[CH2:19][NH:18][C:10]1[CH:11]=[C:12]2[C:16](=[CH:17][C:9]=1[O:8][CH2:1][C:2]1[CH:3]=[CH:4][CH:5]=[CH:6][CH:7]=1)[CH2:15][CH2:14][CH2:13]2. The catalyst class is: 23.